This data is from Forward reaction prediction with 1.9M reactions from USPTO patents (1976-2016). The task is: Predict the product of the given reaction. Given the reactants Br[C:2]1[CH:10]=[CH:9][C:8]2[C:4](=[C:5]([CH3:12])[N:6]([CH3:11])[N:7]=2)[C:3]=1[F:13].[Cl:14][C:15]1[CH:29]=[CH:28][C:18]([CH2:19][O:20][C:21]2[CH:26]=[CH:25][NH:24][C:23](=[O:27])[CH:22]=2)=[CH:17][CH:16]=1.C(=O)([O-])[O-].[K+].[K+].CNCCNC.N, predict the reaction product. The product is: [Cl:14][C:15]1[CH:29]=[CH:28][C:18]([CH2:19][O:20][C:21]2[CH:26]=[CH:25][N:24]([C:2]3[CH:10]=[CH:9][C:8]4[C:4](=[C:5]([CH3:12])[N:6]([CH3:11])[N:7]=4)[C:3]=3[F:13])[C:23](=[O:27])[CH:22]=2)=[CH:17][CH:16]=1.